Dataset: Catalyst prediction with 721,799 reactions and 888 catalyst types from USPTO. Task: Predict which catalyst facilitates the given reaction. (1) Reactant: [OH:1][CH2:2][C:3]1[CH:41]=[CH:40][C:6]([O:7][C:8]2[CH:13]=[CH:12][N:11]=[C:10]3[N:14]([CH2:31][C:32]4[CH:37]=[CH:36][C:35]([O:38][CH3:39])=[CH:34][CH:33]=4)[N:15]=[C:16]([NH:17][C@@H:18]4[CH2:23][CH2:22][CH2:21][N:20]([C:24]([O:26][C:27]([CH3:30])([CH3:29])[CH3:28])=[O:25])[CH2:19]4)[C:9]=23)=[CH:5][CH:4]=1.CC(OI1(OC(C)=O)(OC(C)=O)OC(=O)C2C=CC=CC1=2)=O.C([O-])(O)=O.[Na+].[O-]S([O-])(=S)=O.[Na+].[Na+]. Product: [CH:2]([C:3]1[CH:4]=[CH:5][C:6]([O:7][C:8]2[CH:13]=[CH:12][N:11]=[C:10]3[N:14]([CH2:31][C:32]4[CH:37]=[CH:36][C:35]([O:38][CH3:39])=[CH:34][CH:33]=4)[N:15]=[C:16]([NH:17][C@@H:18]4[CH2:23][CH2:22][CH2:21][N:20]([C:24]([O:26][C:27]([CH3:30])([CH3:29])[CH3:28])=[O:25])[CH2:19]4)[C:9]=23)=[CH:40][CH:41]=1)=[O:1]. The catalyst class is: 2. (2) Reactant: [CH3:1][C:2]1([CH3:16])[CH2:11][C:10]2[NH:9][C:8](=[S:12])[C:7]([C:13]#[N:14])=[CH:6][C:5]=2[C:4](=[O:15])[CH2:3]1.[OH-].[K+].Br[CH2:20][CH2:21][CH2:22][CH3:23].O. Product: [CH2:20]([S:12][C:8]1[C:7]([C:13]#[N:14])=[CH:6][C:5]2[C:4](=[O:15])[CH2:3][C:2]([CH3:16])([CH3:1])[CH2:11][C:10]=2[N:9]=1)[CH2:21][CH2:22][CH3:23]. The catalyst class is: 3. (3) Reactant: [CH2:1]([O:8][N:9]1[C:14]2[N:15]=[CH:16][N:17]=[CH:18][C:13]=2[C:12]([NH:19][CH:20]2[C:28]3[C:23](=[CH:24][CH:25]=[CH:26][CH:27]=3)[CH2:22][CH2:21]2)=[C:11](C(OCC)=O)[C:10]1=[O:34])[C:2]1[CH:7]=[CH:6][CH:5]=[CH:4][CH:3]=1.[OH-].[Na+]. Product: [CH2:1]([O:8][N:9]1[C:14]2[N:15]=[CH:16][N:17]=[CH:18][C:13]=2[C:12]([NH:19][CH:20]2[C:28]3[C:23](=[CH:24][CH:25]=[CH:26][CH:27]=3)[CH2:22][CH2:21]2)=[CH:11][C:10]1=[O:34])[C:2]1[CH:7]=[CH:6][CH:5]=[CH:4][CH:3]=1. The catalyst class is: 5. (4) Reactant: [CH2:1]([C:5]1[N:6]([CH2:44][C:45]2[CH:50]=[CH:49][C:48]([C:51]3[CH:56]=[CH:55][CH:54]=[CH:53][C:52]=3[C:57]3[N:61](C(C4C=CC=CC=4)(C4C=CC=CC=4)C4C=CC=CC=4)[N:60]=[N:59][N:58]=3)=[CH:47][CH:46]=2)[C:7]([C:11]([O:13][CH:14]([O:16][C:17]([O:19][C@@H:20]2[CH2:24][O:23][C@@H:22]3[C@H:25]([O:28][C:29](=[O:43])[CH2:30][CH2:31][CH2:32][CH:33]([O:39][N+:40]([O-:42])=[O:41])[CH2:34][O:35][N+:36]([O-:38])=[O:37])[CH2:26][O:27][C@H:21]23)=[O:18])[CH3:15])=[O:12])=[C:8]([Cl:10])[N:9]=1)[CH2:2][CH2:3][CH3:4]. Product: [NH:61]1[C:57]([C:52]2[CH:53]=[CH:54][CH:55]=[CH:56][C:51]=2[C:48]2[CH:49]=[CH:50][C:45]([CH2:44][N:6]3[C:7]([C:11]([O:13][CH:14]([O:16][C:17]([O:19][C@@H:20]4[CH2:24][O:23][C@@H:22]5[C@H:25]([O:28][C:29](=[O:43])[CH2:30][CH2:31][CH2:32][CH:33]([O:39][N+:40]([O-:42])=[O:41])[CH2:34][O:35][N+:36]([O-:38])=[O:37])[CH2:26][O:27][C@H:21]45)=[O:18])[CH3:15])=[O:12])=[C:8]([Cl:10])[N:9]=[C:5]3[CH2:1][CH2:2][CH2:3][CH3:4])=[CH:46][CH:47]=2)=[N:58][N:59]=[N:60]1. The catalyst class is: 5. (5) Reactant: [NH2:1][CH:2]([C:4]1[CH:9]=[CH:8][C:7]([C:10]2[C:11]3[C:12]4[CH:24]=[CH:23][S:22][C:13]=4[C:14](=[O:21])[NH:15][C:16]=3[CH:17]=[CH:18][C:19]=2[OH:20])=[CH:6][CH:5]=1)[CH3:3].[CH3:25][S:26](Cl)(=[O:28])=[O:27].C(N(CC)C(C)C)(C)C. Product: [OH:20][C:19]1[CH:18]=[CH:17][C:16]2[NH:15][C:14](=[O:21])[C:13]3[S:22][CH:23]=[CH:24][C:12]=3[C:11]=2[C:10]=1[C:7]1[CH:6]=[CH:5][C:4]([CH:2]([NH:1][S:26]([CH3:25])(=[O:28])=[O:27])[CH3:3])=[CH:9][CH:8]=1. The catalyst class is: 168. (6) Reactant: [F:1][C:2]1[CH:3]=[C:4]([CH:35]=[CH:36][C:37]=1[F:38])[CH2:5][NH:6][C:7]([C:9]1[C:17]2[C:12](=[CH:13][C:14]([O:18][CH:19]([CH3:21])[CH3:20])=[CH:15][CH:16]=2)[N:11]([CH2:22][C:23]2[CH:28]=[CH:27][CH:26]=[CH:25][N:24]=2)[C:10]=1[C:29]([NH:31][CH2:32][CH2:33]O)=[O:30])=[O:8].CCN(CC)CC.CS(Cl)(=O)=O. Product: [F:1][C:2]1[CH:3]=[C:4]([CH:35]=[CH:36][C:37]=1[F:38])[CH2:5][NH:6][C:7]([C:9]1[C:17]2[C:12](=[CH:13][C:14]([O:18][CH:19]([CH3:21])[CH3:20])=[CH:15][CH:16]=2)[N:11]([CH2:22][C:23]2[CH:28]=[CH:27][CH:26]=[CH:25][N:24]=2)[C:10]=1[C:29]1[O:30][CH2:33][CH2:32][N:31]=1)=[O:8]. The catalyst class is: 91. (7) Reactant: [Cl:1][C:2]1[CH:7]=[CH:6][C:5]([NH:8][C:9](=[O:11])[CH3:10])=[C:4](F)[CH:3]=1.[Li]CCCC.FC(F)(F)C[I:21].[ClH:24]. Product: [Cl:24][C:6]1[C:7]([I:21])=[C:2]([Cl:1])[CH:3]=[CH:4][C:5]=1[NH:8][C:9](=[O:11])[CH3:10]. The catalyst class is: 1. (8) Reactant: [F:1][C:2]1[CH:3]=[C:4]([C:8]2([N:15]([CH3:17])[CH3:16])[CH2:13][CH2:12][CH:11]([NH2:14])[CH2:10][CH2:9]2)[CH:5]=[CH:6][CH:7]=1.C(N(CC)CC)C.[Cl:25][C:26]1[CH:31]=[CH:30][CH:29]=[CH:28][C:27]=1[C:32]1[C:36]([C:37](Cl)=[O:38])=[C:35]([CH3:40])[O:34][N:33]=1.[OH-].[Na+]. Product: [CH3:16][N:15]([CH3:17])[C:8]1([C:4]2[CH:5]=[CH:6][CH:7]=[C:2]([F:1])[CH:3]=2)[CH2:13][CH2:12][CH:11]([NH:14][C:37]([C:36]2[C:32]([C:27]3[CH:28]=[CH:29][CH:30]=[CH:31][C:26]=3[Cl:25])=[N:33][O:34][C:35]=2[CH3:40])=[O:38])[CH2:10][CH2:9]1. The catalyst class is: 166. (9) Reactant: [C:1]1([C:7]([C:12]2[CH:17]=[CH:16][CH:15]=[CH:14][CH:13]=2)([CH3:11])[C:8]([OH:10])=[O:9])[CH:6]=[CH:5][CH:4]=[CH:3][CH:2]=1.[CH2:18]([N:25]1[CH2:30][CH:29]2[CH:31](Br)[CH:26]1[CH2:27][CH2:28]2)[C:19]1[CH:24]=[CH:23][CH:22]=[CH:21][CH:20]=1.N12CCCN=C1CCCCC2. Product: [C:1]1([C:7]([C:12]2[CH:17]=[CH:16][CH:15]=[CH:14][CH:13]=2)([CH3:11])[C:8]([O:10][CH:31]2[CH:29]3[CH2:28][CH2:27][CH:26]2[N:25]([CH2:18][C:19]2[CH:24]=[CH:23][CH:22]=[CH:21][CH:20]=2)[CH2:30]3)=[O:9])[CH:2]=[CH:3][CH:4]=[CH:5][CH:6]=1. The catalyst class is: 11.